From a dataset of Reaction yield outcomes from USPTO patents with 853,638 reactions. Predict the reaction yield, written as a fraction of the theoretical maximum amount of product (1.0 means a 100% yield; for example, 0.34 means a 34% yield). The reactants are [Cl:1][C:2]1[C:11]2[C:6](=[C:7]([Cl:12])[CH:8]=[CH:9][CH:10]=2)[C:5]([O:13]C)=[CH:4][N:3]=1.B(Br)(Br)Br. The catalyst is C(Cl)Cl. The product is [Cl:1][C:2]1[C:11]2[C:6](=[C:7]([Cl:12])[CH:8]=[CH:9][CH:10]=2)[C:5]([OH:13])=[CH:4][N:3]=1. The yield is 0.622.